This data is from Reaction yield outcomes from USPTO patents with 853,638 reactions. The task is: Predict the reaction yield, written as a fraction of the theoretical maximum amount of product (1.0 means a 100% yield; for example, 0.34 means a 34% yield). (1) The reactants are [CH3:1][O:2][C:3]([C:5]1[CH:13]=[C:12]2[C:8]([C:9]([CH:16]=[O:17])=[CH:10][N:11]2[CH2:14][CH3:15])=[CH:7][CH:6]=1)=[O:4].CC1C=CC(S([CH2:28][N+:29]#[C-:30])(=O)=O)=CC=1.C([O-])([O-])=O.[K+].[K+]. The catalyst is CO. The product is [CH2:14]([N:11]1[C:12]2[C:8](=[CH:7][CH:6]=[C:5]([C:3]([O:2][CH3:1])=[O:4])[CH:13]=2)[C:9]([C:16]2[O:17][CH:30]=[N:29][CH:28]=2)=[CH:10]1)[CH3:15]. The yield is 0.230. (2) The reactants are [CH2:1]([O:8][C@H:9]1[CH2:13][CH2:12][CH2:11][C@@H:10]1[NH2:14])[C:2]1[CH:7]=[CH:6][CH:5]=[CH:4][CH:3]=1.[CH2:15]1[CH2:21][S:18](=[O:20])(=[O:19])[O:17][CH2:16]1. The catalyst is O1CCCC1. The product is [CH2:1]([O:8][C@H:9]1[CH2:13][CH2:12][CH2:11][C@@H:10]1[NH:14][CH2:16][CH2:15][CH2:21][S:18]([OH:20])(=[O:19])=[O:17])[C:2]1[CH:7]=[CH:6][CH:5]=[CH:4][CH:3]=1. The yield is 0.870. (3) The yield is 0.900. The product is [CH3:13][NH:14][C:9]([C:3]1[C:2]([NH2:1])=[N:7][CH:6]=[C:5]([Br:8])[N:4]=1)=[O:11]. The reactants are [NH2:1][C:2]1[C:3]([C:9]([O:11]C)=O)=[N:4][C:5]([Br:8])=[CH:6][N:7]=1.[CH3:13][NH2:14]. No catalyst specified. (4) The reactants are [Cl:1][C:2]1[CH:15]=[CH:14][C:5]([O:6][C:7]2[N:8]=[CH:9][C:10]([NH2:13])=[N:11][CH:12]=2)=[CH:4][CH:3]=1.C[Al](C)C.[CH3:20][O:21][C:22]1[CH:23]=[C:24]([C@H:28]2[O:32][C:31](=[O:33])[CH2:30][CH2:29]2)[CH:25]=[CH:26][CH:27]=1. The catalyst is C(Cl)Cl.C1(C)C=CC=CC=1. The product is [Cl:1][C:2]1[CH:15]=[CH:14][C:5]([O:6][C:7]2[N:8]=[CH:9][C:10]([NH:13][C:31](=[O:33])[CH2:30][CH2:29][C@H:28]([OH:32])[C:24]3[CH:25]=[CH:26][CH:27]=[C:22]([O:21][CH3:20])[CH:23]=3)=[N:11][CH:12]=2)=[CH:4][CH:3]=1. The yield is 1.00.